The task is: Predict which catalyst facilitates the given reaction.. This data is from Catalyst prediction with 721,799 reactions and 888 catalyst types from USPTO. (1) Reactant: CS(Cl)(=O)=O.[Br:6][C:7]1[CH:11]=[C:10]([C:12]([OH:14])=O)[N:9]([C:15]2[C:20]([Cl:21])=[CH:19][CH:18]=[CH:17][N:16]=2)[N:8]=1.N1C=CC(C(O)=O)=N1.N1C=CC=CC=1.[NH2:36][C:37]1[C:45]([CH3:46])=[CH:44][C:43]([Cl:47])=[CH:42][C:38]=1[C:39](O)=[O:40]. Product: [Br:6][C:7]1[CH:11]=[C:10]([C:12]2[O:14][C:39](=[O:40])[C:38]3[CH:42]=[C:43]([Cl:47])[CH:44]=[C:45]([CH3:46])[C:37]=3[N:36]=2)[N:9]([C:15]2[C:20]([Cl:21])=[CH:19][CH:18]=[CH:17][N:16]=2)[N:8]=1. The catalyst class is: 47. (2) Reactant: [Cl:1][C:2]1[C:7]([CH2:8][C:9](OC)=[O:10])=[C:6]([NH:13][CH2:14][C:15]2[CH:20]=[CH:19][C:18]([O:21][CH3:22])=[CH:17][C:16]=2[O:23][CH3:24])[N:5]=[CH:4][N:3]=1.C1(C)C=CC(S(O)(=O)=O)=CC=1. Product: [Cl:1][C:2]1[C:7]2[CH2:8][C:9](=[O:10])[N:13]([CH2:14][C:15]3[CH:20]=[CH:19][C:18]([O:21][CH3:22])=[CH:17][C:16]=3[O:23][CH3:24])[C:6]=2[N:5]=[CH:4][N:3]=1. The catalyst class is: 11. (3) Product: [NH2:8][C@@H:9]1[CH2:10][CH2:11][C@@H:12]([C:17]2[CH:22]=[CH:21][CH:20]=[C:19]([F:23])[C:18]=2[F:24])[CH2:13][NH:14][C:25]1=[O:27]. Reactant: C(OC([N:8](C(OC(C)(C)C)=O)[C@@H:9]([C:25]([O:27]CC1C=CC=CC=1)=O)[CH2:10][CH2:11][C@@H:12]([C:17]1[CH:22]=[CH:21][CH:20]=[C:19]([F:23])[C:18]=1[F:24])[CH2:13][N+:14]([O-])=O)=O)(C)(C)C. The catalyst class is: 50. (4) Reactant: C(OC([N:8]1[CH2:13][CH2:12][CH:11]([CH2:14][N:15]2[CH2:20][CH2:19][N:18]([S:21]([C:24]3[CH2:25][O:26][C:27]4[CH:33]=[C:32]([Cl:34])[CH:31]=[CH:30][C:28]=4[CH:29]=3)(=[O:23])=[O:22])[CH2:17][C:16]2=[O:35])[CH2:10][CH2:9]1)=O)(C)(C)C.Cl. Product: [ClH:34].[Cl:34][C:32]1[CH:31]=[CH:30][C:28]2[CH:29]=[C:24]([S:21]([N:18]3[CH2:19][CH2:20][N:15]([CH2:14][CH:11]4[CH2:10][CH2:9][NH:8][CH2:13][CH2:12]4)[C:16](=[O:35])[CH2:17]3)(=[O:22])=[O:23])[CH2:25][O:26][C:27]=2[CH:33]=1. The catalyst class is: 370. (5) Reactant: FC(F)(F)S(O[C:7]1[CH2:12][CH:11]=[C:10]([CH2:13]OC2CCCCO2)[O:9][CH:8]=1)(=O)=O.[C:23]1([CH3:44])C=CC=CC=1P(C1C=CC=CC=1C)C1C=CC=CC=1C.C(N(CC)CC)C.[CH:52]([OH:54])=[O:53].CN(C=[O:59])C. Product: [CH2:13]([C:10]1[O:9][C:8]([C:52]([OH:54])=[O:53])=[CH:7][C:12](=[O:59])[CH:11]=1)[CH2:23][CH3:44]. The catalyst class is: 167. (6) Reactant: N#N.[CH3:3][C:4]1([C:9]2[N:14]=[C:13]([CH:15]=[O:16])[CH:12]=[CH:11][CH:10]=2)[O:8][CH2:7][CH2:6][O:5]1.[BH4-].[Na+].O. Product: [CH3:3][C:4]1([C:9]2[N:14]=[C:13]([CH2:15][OH:16])[CH:12]=[CH:11][CH:10]=2)[O:5][CH2:6][CH2:7][O:8]1. The catalyst class is: 5. (7) Product: [ClH:31].[F:28][C:26]1[CH:25]=[CH:24][C:23]([O:29][CH3:30])=[C:22]([NH:21][C:19]([NH:18][C:13]2[CH:14]=[C:15]3[C:10](=[CH:11][CH:12]=2)[CH2:9][NH:8][CH2:17][CH2:16]3)=[O:20])[CH:27]=1. Reactant: C(OC([N:8]1[CH2:17][CH2:16][C:15]2[C:10](=[CH:11][CH:12]=[C:13]([NH:18][C:19]([NH:21][C:22]3[CH:27]=[C:26]([F:28])[CH:25]=[CH:24][C:23]=3[O:29][CH3:30])=[O:20])[CH:14]=2)[CH2:9]1)=O)(C)(C)C.[ClH:31]. The catalyst class is: 740.